From a dataset of Forward reaction prediction with 1.9M reactions from USPTO patents (1976-2016). Predict the product of the given reaction. Given the reactants C[O:2][CH:3](OC)[CH2:4][N:5]1[C:9]2[C:10]([C:14]([O:16][CH3:17])=[O:15])=[CH:11][CH:12]=[CH:13][C:8]=2[N:7]=[C:6]1[CH:18](C)C.O.FC(F)(F)C(O)=O, predict the reaction product. The product is: [CH3:18][C:6]1[N:5]([CH2:4][CH:3]=[O:2])[C:9]2[C:10]([C:14]([O:16][CH3:17])=[O:15])=[CH:11][CH:12]=[CH:13][C:8]=2[N:7]=1.